From a dataset of Forward reaction prediction with 1.9M reactions from USPTO patents (1976-2016). Predict the product of the given reaction. (1) Given the reactants [N:1]1[CH:6]=[CH:5][CH:4]=[CH:3][C:2]=1[C:7]#[C:8][CH2:9][CH2:10][OH:11].C(N(CC)CC)C.[CH3:19][S:20](Cl)(=[O:22])=[O:21].C(=O)(O)[O-].[Na+], predict the reaction product. The product is: [CH3:19][S:20]([O:11][CH2:10][CH2:9][C:8]#[C:7][C:2]1[CH:3]=[CH:4][CH:5]=[CH:6][N:1]=1)(=[O:22])=[O:21]. (2) Given the reactants [F:1][C:2]1[CH:29]=[C:28]([CH:30]=[O:31])[CH:27]=[CH:26][C:3]=1[CH2:4][O:5][C:6]1[CH:7]=[N:8][C:9]([N:12]2[CH2:17][CH2:16][N:15]([C:18]([O:20][C:21]([CH3:24])([CH3:23])[CH3:22])=[O:19])[CH2:14][C@H:13]2[CH3:25])=[N:10][CH:11]=1.[BH4-].[Na+].[NH4+].[Cl-], predict the reaction product. The product is: [F:1][C:2]1[CH:29]=[C:28]([CH2:30][OH:31])[CH:27]=[CH:26][C:3]=1[CH2:4][O:5][C:6]1[CH:7]=[N:8][C:9]([N:12]2[CH2:17][CH2:16][N:15]([C:18]([O:20][C:21]([CH3:24])([CH3:23])[CH3:22])=[O:19])[CH2:14][C@H:13]2[CH3:25])=[N:10][CH:11]=1. (3) Given the reactants [CH2:1]([O:3][C:4](=[O:17])[NH:5][C:6]1[CH:15]=[CH:14][C:13]2[C:8](=[CH:9][CH:10]=[C:11]([OH:16])[CH:12]=2)[CH:7]=1)[CH3:2].C(N(CC)CC)C.[C:25](Cl)(=[O:27])[CH3:26], predict the reaction product. The product is: [CH2:1]([O:3][C:4](=[O:17])[NH:5][C:6]1[CH:15]=[CH:14][C:13]2[C:8](=[CH:9][CH:10]=[C:11]([O:16][C:25](=[O:27])[CH3:26])[CH:12]=2)[CH:7]=1)[CH3:2]. (4) Given the reactants Cl.Cl.[O:3]1[C:8]2=[CH:9][CH:10]=[CH:11][C:7]2=[CH:6][C:5]([CH:12]2[CH2:17][CH2:16][CH2:15][CH2:14][N:13]2[CH2:18][CH2:19][C@H:20]2[CH2:25][CH2:24][C@H:23]([NH2:26])[CH2:22][CH2:21]2)=[CH:4]1.[CH3:27][O:28][CH2:29][C:30](O)=[O:31], predict the reaction product. The product is: [O:3]1[C:8]2=[CH:9][CH:10]=[CH:11][C:7]2=[CH:6][C:5]([CH:12]2[CH2:17][CH2:16][CH2:15][CH2:14][N:13]2[CH2:18][CH2:19][C@H:20]2[CH2:21][CH2:22][C@H:23]([NH:26][C:30](=[O:31])[CH2:29][O:28][CH3:27])[CH2:24][CH2:25]2)=[CH:4]1. (5) Given the reactants [Br:1][C:2]1[C:9]([OH:10])=[CH:8][CH:7]=[CH:6][C:3]=1[CH:4]=[O:5].[C:11](=O)([O-])[O-].[K+].[K+].IC, predict the reaction product. The product is: [Br:1][C:2]1[C:9]([O:10][CH3:11])=[CH:8][CH:7]=[CH:6][C:3]=1[CH:4]=[O:5]. (6) Given the reactants [NH2:1][C:2]1[C:3]2[N:4]([C:8]([C@@H:26]3[CH2:30][CH2:29][CH2:28][NH:27]3)=[N:9][C:10]=2[C:11]2[CH:25]=[CH:24][C:14]([C:15]([NH:17][C:18]3[CH:23]=[CH:22][CH:21]=[CH:20][N:19]=3)=[O:16])=[CH:13][CH:12]=2)[CH:5]=[CH:6][N:7]=1.[Cl:31][C:32]1[N:37]=[CH:36][N:35]=[C:34]([C:38](O)=[O:39])[CH:33]=1, predict the reaction product. The product is: [NH2:1][C:2]1[C:3]2[N:4]([C:8]([C@@H:26]3[CH2:30][CH2:29][CH2:28][N:27]3[C:38]([C:34]3[CH:33]=[C:32]([Cl:31])[N:37]=[CH:36][N:35]=3)=[O:39])=[N:9][C:10]=2[C:11]2[CH:25]=[CH:24][C:14]([C:15]([NH:17][C:18]3[CH:23]=[CH:22][CH:21]=[CH:20][N:19]=3)=[O:16])=[CH:13][CH:12]=2)[CH:5]=[CH:6][N:7]=1.